This data is from Peptide-MHC class I binding affinity with 185,985 pairs from IEDB/IMGT. The task is: Regression. Given a peptide amino acid sequence and an MHC pseudo amino acid sequence, predict their binding affinity value. This is MHC class I binding data. (1) The peptide sequence is LLDCIMYQS. The MHC is HLA-A02:01 with pseudo-sequence HLA-A02:01. The binding affinity (normalized) is 0.353. (2) The peptide sequence is SSLPSYAAY. The MHC is HLA-B27:05 with pseudo-sequence HLA-B27:05. The binding affinity (normalized) is 0.0847. (3) The peptide sequence is TGRQTALFL. The MHC is Mamu-B52 with pseudo-sequence Mamu-B52. The binding affinity (normalized) is 0.928. (4) The peptide sequence is SVANIDRIK. The MHC is HLA-A25:01 with pseudo-sequence HLA-A25:01. The binding affinity (normalized) is 0.0847. (5) The peptide sequence is AVLTHVKIN. The MHC is H-2-Kb with pseudo-sequence H-2-Kb. The binding affinity (normalized) is 0.0902. (6) The peptide sequence is KTGDFDSVI. The MHC is Patr-B0101 with pseudo-sequence Patr-B0101. The binding affinity (normalized) is 0.931. (7) The peptide sequence is RQMKSGGRF. The MHC is HLA-B73:01 with pseudo-sequence HLA-B73:01. The binding affinity (normalized) is 0.0847. (8) The peptide sequence is YLEPAIAKY. The MHC is HLA-A02:05 with pseudo-sequence HLA-A02:05. The binding affinity (normalized) is 0.